From a dataset of Forward reaction prediction with 1.9M reactions from USPTO patents (1976-2016). Predict the product of the given reaction. Given the reactants [F:1][C:2]1[CH:7]=[CH:6][C:5]([C:8]2[O:12][N:11]=[CH:10][C:9]=2[C:13]([OH:15])=O)=[CH:4][CH:3]=1.CN(C(ON1N=NC2C=CC=CC1=2)=[N+](C)C)C.[B-](F)(F)(F)F.Cl.[NH:39]1[CH2:44][CH2:43][CH2:42][C@H:41]([C:45]([OH:48])([CH3:47])[CH3:46])[CH2:40]1.C(N(CC)CC)C, predict the reaction product. The product is: [F:1][C:2]1[CH:3]=[CH:4][C:5]([C:8]2[O:12][N:11]=[CH:10][C:9]=2[C:13]([N:39]2[CH2:44][CH2:43][CH2:42][C@H:41]([C:45]([OH:48])([CH3:47])[CH3:46])[CH2:40]2)=[O:15])=[CH:6][CH:7]=1.